Dataset: NCI-60 drug combinations with 297,098 pairs across 59 cell lines. Task: Regression. Given two drug SMILES strings and cell line genomic features, predict the synergy score measuring deviation from expected non-interaction effect. (1) Drug 1: C1=NC(=NC(=O)N1C2C(C(C(O2)CO)O)O)N. Drug 2: COCCOC1=C(C=C2C(=C1)C(=NC=N2)NC3=CC=CC(=C3)C#C)OCCOC.Cl. Cell line: NCIH23. Synergy scores: CSS=2.30, Synergy_ZIP=0.459, Synergy_Bliss=5.30, Synergy_Loewe=1.52, Synergy_HSA=1.84. (2) Drug 1: C1CN1P(=S)(N2CC2)N3CC3. Drug 2: C1CC(=O)NC(=O)C1N2C(=O)C3=CC=CC=C3C2=O. Cell line: LOX IMVI. Synergy scores: CSS=21.3, Synergy_ZIP=-5.31, Synergy_Bliss=2.00, Synergy_Loewe=-10.4, Synergy_HSA=1.52.